Predict the reaction yield, written as a fraction of the theoretical maximum amount of product (1.0 means a 100% yield; for example, 0.34 means a 34% yield). From a dataset of Reaction yield outcomes from USPTO patents with 853,638 reactions. (1) The reactants are [CH2:1]([N:3]([CH2:6][CH3:7])[CH2:4][CH3:5])[CH3:2].CSC(SC)=C[C:12]([C:14]1[CH:19]=[CH:18][CH:17]=[C:16]([C:20]([F:23])([F:22])[F:21])[CH:15]=1)=O.[OH2:26].[NH2:27][NH2:28].[CH2:29]([OH:31])[CH3:30]. No catalyst specified. The product is [O:31]=[C:29]1[C:30]2[C:16](=[CH:15][CH:14]=[CH:19][CH:18]=2)[C:17]2([CH2:5][CH2:4][N:3]([C:6]3[CH:7]=[C:12]([C:14]4[CH:19]=[CH:18][CH:17]=[C:16]([C:20]([F:21])([F:22])[F:23])[CH:15]=4)[NH:28][N:27]=3)[CH2:1][CH2:2]2)[O:26]1. The yield is 0.300. (2) The reactants are [CH2:1]([O:3][C:4]1[CH:5]=[C:6]([C@H:12]([N:18]2[C:26](=[O:27])[C:25]3[C:20](=[CH:21][CH:22]=[CH:23][C:24]=3[NH:28][C:29]([CH:31]3[CH2:33][CH2:32]3)=[O:30])[CH2:19]2)[CH2:13][C:14](=[O:17])[NH:15][OH:16])[CH:7]=[CH:8][C:9]=1[O:10][CH3:11])[CH3:2].[C:34](Cl)(=[O:38])[CH:35]([CH3:37])[CH3:36]. The catalyst is C(#N)C. The product is [CH2:1]([O:3][C:4]1[CH:5]=[C:6]([C@H:12]([N:18]2[C:26](=[O:27])[C:25]3[C:20](=[CH:21][CH:22]=[CH:23][C:24]=3[NH:28][C:29]([CH:31]3[CH2:33][CH2:32]3)=[O:30])[CH2:19]2)[CH2:13][C:14](=[O:17])[NH:15][O:16][C:34](=[O:38])[CH:35]([CH3:37])[CH3:36])[CH:7]=[CH:8][C:9]=1[O:10][CH3:11])[CH3:2]. The yield is 0.660. (3) The reactants are Br[C:2]1[CH:3]=[C:4]([C:8]2[C:17]3[C:12](=[CH:13][CH:14]=[CH:15][CH:16]=3)[CH:11]=[CH:10][CH:9]=2)[CH:5]=[CH:6][CH:7]=1.CCCCCC.C([Li])CCC.C([O:32][B:33](OC(C)C)[O:34]C(C)C)(C)C.Cl. The catalyst is C1(C)C=CC=CC=1.C1COCC1. The product is [C:8]1([C:4]2[CH:3]=[C:2]([B:33]([OH:34])[OH:32])[CH:7]=[CH:6][CH:5]=2)[C:17]2[C:12](=[CH:13][CH:14]=[CH:15][CH:16]=2)[CH:11]=[CH:10][CH:9]=1. The yield is 0.670. (4) No catalyst specified. The product is [CH:18]([C:15]1[N:13]2[N:14]=[C:9]([CH2:3][C:1]#[N:2])[CH:10]=[CH:11][C:12]2=[N:17][N:16]=1)([CH3:20])[CH3:19]. The reactants are [C:1]([CH:3]([C:9]1[CH:10]=[CH:11][C:12]2[N:13]([C:15]([CH:18]([CH3:20])[CH3:19])=[N:16][N:17]=2)[N:14]=1)C(OCC)=O)#[N:2].Cl. The yield is 0.580. (5) The reactants are [C:1]([NH:4][CH2:5][C:6]1[CH:42]=[CH:41][CH:40]=[CH:39][C:7]=1[O:8][C:9]1[CH:14]=[CH:13][CH:12]=[CH:11][C:10]=1[CH2:15][CH2:16][C:17]([N:19]1[CH2:24][CH2:23][N:22](C(OC(C)(C)C)=O)[CH2:21][C@H:20]1[CH2:32][C:33]1[CH:38]=[CH:37][CH:36]=[CH:35][CH:34]=1)=[O:18])(=[O:3])[CH3:2].FC(F)(F)C(O)=O. The catalyst is ClCCl. The product is [CH2:32]([C@@H:20]1[CH2:21][NH:22][CH2:23][CH2:24][N:19]1[C:17](=[O:18])[CH2:16][CH2:15][C:10]1[CH:11]=[CH:12][CH:13]=[CH:14][C:9]=1[O:8][C:7]1[CH:39]=[CH:40][CH:41]=[CH:42][C:6]=1[CH2:5][NH:4][C:1](=[O:3])[CH3:2])[C:33]1[CH:38]=[CH:37][CH:36]=[CH:35][CH:34]=1. The yield is 0.0490. (6) The reactants are [F:1][C:2]1[CH:3]=[C:4]([CH:6]=[CH:7][CH:8]=1)[NH2:5].N1C=CC=CC=1.[Cl:15][CH2:16][CH2:17][C:18](Cl)=[O:19]. The catalyst is CC(C)=O. The product is [Cl:15][CH2:16][CH2:17][C:18]([NH:5][C:4]1[CH:6]=[CH:7][CH:8]=[C:2]([F:1])[CH:3]=1)=[O:19]. The yield is 0.990. (7) The reactants are [Cl:1][C:2]1[CH:14]=[CH:13][CH:12]=[CH:11][C:3]=1[CH2:4][C:5]1[S:9][C:8]([NH2:10])=[N:7][CH:6]=1.[Br:15][CH:16]([C:20]1[CH:25]=[CH:24][CH:23]=[CH:22][CH:21]=1)[C:17](O)=[O:18].C(N(CC)CC)C.F[P-](F)(F)(F)(F)F.N1(OC(N(C)C)=[N+](C)C)C2N=CC=CC=2N=N1. The catalyst is C(#N)C. The product is [Br:15][CH:16]([C:20]1[CH:25]=[CH:24][CH:23]=[CH:22][CH:21]=1)[C:17]([NH:10][C:8]1[S:9][C:5]([CH2:4][C:3]2[CH:11]=[CH:12][CH:13]=[CH:14][C:2]=2[Cl:1])=[CH:6][N:7]=1)=[O:18]. The yield is 0.750.